Dataset: Reaction yield outcomes from USPTO patents with 853,638 reactions. Task: Predict the reaction yield, written as a fraction of the theoretical maximum amount of product (1.0 means a 100% yield; for example, 0.34 means a 34% yield). (1) The reactants are [CH2:1]1[CH2:14][O:13][C:8]23[O:9][CH2:10][CH2:11][O:12][C:3]2([C@:4]2([CH2:27][CH2:26][C@H:25]4[C@@H:15]([CH2:16][C@H:17]([CH:28]=[CH2:29])[CH:18]5[C@:23]4([CH3:24])[CH2:22][CH2:21][CH2:20][CH2:19]5)[C@@H:6]2[CH2:7]3)[CH3:5])[O:2]1.C1COC23OCCOC2([C@]2(CC[C@H]4[C@@H](C[C@@H](CO)C5[C@]4(C)CCCC5)[C@@H]2C3)C)[O:31]1. No catalyst specified. The product is [CH2:11]1[CH2:10][O:9][C:8]23[O:13][CH2:14][CH2:1][O:2][C:3]2([C@:4]2([CH2:27][CH2:26][C@H:25]4[C@@H:15]([CH2:16][C@H:17]([CH2:28][CH2:29][OH:31])[CH:18]5[C@:23]4([CH3:24])[CH2:22][CH2:21][CH2:20][CH2:19]5)[C@@H:6]2[CH2:7]3)[CH3:5])[O:12]1. The yield is 0.960. (2) The reactants are Br[C:2]1[CH:3]=[CH:4][C:5]([O:23][CH3:24])=[C:6](/[CH:8]=[CH:9]/[C:10]2[NH:11][CH:12]=[C:13]([C:15]3[CH:20]=[CH:19][C:18]([Cl:21])=[CH:17][C:16]=3[Cl:22])[N:14]=2)[CH:7]=1.[CH3:25][O:26][C:27]([CH2:29][O:30][C:31]1[CH:36]=[CH:35][C:34]([C:37]#[CH:38])=[CH:33][CH:32]=1)=[O:28]. No catalyst specified. The product is [CH3:25][O:26][C:27](=[O:28])[CH2:29][O:30][C:31]1[CH:36]=[CH:35][C:34]([C:37]#[C:38][C:2]2[CH:3]=[CH:4][C:5]([O:23][CH3:24])=[C:6](/[CH:8]=[CH:9]/[C:10]3[NH:11][CH:12]=[C:13]([C:15]4[CH:20]=[CH:19][C:18]([Cl:21])=[CH:17][C:16]=4[Cl:22])[N:14]=3)[CH:7]=2)=[CH:33][CH:32]=1. The yield is 0.490. (3) The reactants are [OH:1][C:2]1[C:9]([OH:10])=[CH:8][CH:7]=[CH:6][C:3]=1[CH:4]=[O:5].[C:11](=O)([O-])[O-].[K+].[K+].IC.O. The catalyst is CN(C=O)C. The product is [OH:10][C:9]1[C:2]([O:1][CH3:11])=[C:3]([CH:6]=[CH:7][CH:8]=1)[CH:4]=[O:5]. The yield is 0.620. (4) The reactants are [CH:1]1([NH:4][C:5]([C:7]2[CH:12]=[CH:11][C:10]([N:13]3[CH2:18][CH2:17][N:16](C(OC(C)(C)C)=O)[CH2:15][CH2:14]3)=[C:9]([CH3:26])[CH:8]=2)=[O:6])[CH2:3][CH2:2]1.[ClH:27]. The catalyst is O1CCOCC1.CCOCC. The product is [ClH:27].[ClH:27].[CH:1]1([NH:4][C:5](=[O:6])[C:7]2[CH:12]=[CH:11][C:10]([N:13]3[CH2:14][CH2:15][NH:16][CH2:17][CH2:18]3)=[C:9]([CH3:26])[CH:8]=2)[CH2:3][CH2:2]1. The yield is 1.00. (5) The reactants are C[O:2][C:3]1[CH:19]=[CH:18][C:6]2[CH2:7][C@@H:8]([CH2:13][C:14]([O:16][CH3:17])=[O:15])[C:9](=[O:12])[NH:10][CH2:11][C:5]=2[CH:4]=1.B(Br)(Br)Br.CO. The catalyst is C(Cl)(Cl)Cl.O.CO. The product is [OH:2][C:3]1[CH:19]=[CH:18][C:6]2[CH2:7][C@@H:8]([CH2:13][C:14]([O:16][CH3:17])=[O:15])[C:9](=[O:12])[NH:10][CH2:11][C:5]=2[CH:4]=1. The yield is 0.680. (6) The yield is 0.555. The product is [OH:8][C:9]1[C:14](=[O:15])[N:13]=[C:12]([CH2:16][C:17]2([C:22]3[CH:27]=[CH:26][C:25]([C:37]#[N:38])=[CH:24][CH:23]=3)[CH2:18][CH2:19][CH2:20][CH2:21]2)[N:11]2[CH2:29][CH2:30][N:31]([CH:34]([CH3:36])[CH3:35])[C:32](=[O:33])[C:10]=12. The catalyst is O.[Zn].C1(P(C2C=CC=CC=2)[C-]2C=CC=C2)C=CC=CC=1.[C-]1(P(C2C=CC=CC=2)C2C=CC=CC=2)C=CC=C1.[Fe+2].[C-]#N.[C-]#N.[Zn+2].C1C=CC(/C=C/C(/C=C/C2C=CC=CC=2)=O)=CC=1.C1C=CC(/C=C/C(/C=C/C2C=CC=CC=2)=O)=CC=1.C1C=CC(/C=C/C(/C=C/C2C=CC=CC=2)=O)=CC=1.[Pd].[Pd]. The reactants are C([O:8][C:9]1[C:14](=[O:15])[N:13]=[C:12]([CH2:16][C:17]2([C:22]3[CH:27]=[CH:26][C:25](Br)=[CH:24][CH:23]=3)[CH2:21][CH2:20][CH2:19][CH2:18]2)[N:11]2[CH2:29][CH2:30][N:31]([CH:34]([CH3:36])[CH3:35])[C:32](=[O:33])[C:10]=12)C1C=CC=CC=1.[CH3:37][N:38]1CCCC1=O. (7) The reactants are [C:1]([C:3]1[N:4]=[C:5]([C:29]2[C:34]([F:35])=[CH:33][CH:32]=[CH:31][C:30]=2[F:36])[O:6][C:7]=1[NH:8][C:9]1[CH:14]=[CH:13][C:12]([NH:15][C:16](=[O:28])[CH2:17][CH2:18][N:19]([CH3:27])C(=O)OC(C)(C)C)=[CH:11][CH:10]=1)#[N:2].C(=O)(O)[O-:38].[Na+].[OH-].[Na+]. The catalyst is S(=O)(=O)(O)O. The product is [F:35][C:34]1[CH:33]=[CH:32][CH:31]=[C:30]([F:36])[C:29]=1[C:5]1[O:6][C:7]([NH:8][C:9]2[CH:14]=[CH:13][C:12]([NH:15][C:16](=[O:28])[CH2:17][CH2:18][NH:19][CH3:27])=[CH:11][CH:10]=2)=[C:3]([C:1]([NH2:2])=[O:38])[N:4]=1. The yield is 0.220. (8) The reactants are [C:1]([C:5]1[CH:6]=[C:7]([N:19]2[C:23]([CH2:24][CH:25]3[CH2:30][CH2:29][CH2:28][CH2:27][CH2:26]3)=[N:22][C:21]([C:31]([O:33]C)=[O:32])=[N:20]2)[CH:8]=[CH:9][C:10]=1[S:11](=[O:18])(=[O:17])[NH:12][C:13]([CH3:16])([CH3:15])[CH3:14])([CH3:4])([CH3:3])[CH3:2].O[Li].O. The product is [C:1]([C:5]1[CH:6]=[C:7]([N:19]2[C:23]([CH2:24][CH:25]3[CH2:26][CH2:27][CH2:28][CH2:29][CH2:30]3)=[N:22][C:21]([C:31]([OH:33])=[O:32])=[N:20]2)[CH:8]=[CH:9][C:10]=1[S:11](=[O:18])(=[O:17])[NH:12][C:13]([CH3:16])([CH3:14])[CH3:15])([CH3:2])([CH3:3])[CH3:4]. The catalyst is O.C1COCC1. The yield is 0.850. (9) The reactants are [CH2:1]([O:8][N:9]1[C:14](=[O:15])[CH:13]=[C:12](OS(C(F)(F)F)(=O)=O)[C:11]([C:24]([O:26][CH2:27][CH3:28])=[O:25])=[CH:10]1)[C:2]1[CH:7]=[CH:6][CH:5]=[CH:4][CH:3]=1.[S:29]1[C:33]2[CH:34]=[CH:35][C:36]([NH2:38])=[CH:37][C:32]=2[N:31]=[CH:30]1. No catalyst specified. The product is [S:29]1[C:33]2[CH:34]=[CH:35][C:36]([NH:38][C:12]3[C:11]([C:24]([O:26][CH2:27][CH3:28])=[O:25])=[CH:10][N:9]([O:8][CH2:1][C:2]4[CH:3]=[CH:4][CH:5]=[CH:6][CH:7]=4)[C:14](=[O:15])[CH:13]=3)=[CH:37][C:32]=2[N:31]=[CH:30]1. The yield is 0.950.